This data is from Forward reaction prediction with 1.9M reactions from USPTO patents (1976-2016). The task is: Predict the product of the given reaction. (1) Given the reactants [Br:1][C:2]1[CH:13]=[CH:12][C:5]([O:6][C:7]([CH3:11])([CH3:10])[CH2:8][OH:9])=[CH:4][CH:3]=1.N1C(C)=CC=CC=1C.FC(F)(F)S(O[Si:28]([C:31]([CH3:34])([CH3:33])[CH3:32])([CH3:30])[CH3:29])(=O)=O, predict the reaction product. The product is: [Br:1][C:2]1[CH:13]=[CH:12][C:5]([O:6][C:7]([CH3:10])([CH3:11])[CH2:8][O:9][Si:28]([C:31]([CH3:34])([CH3:33])[CH3:32])([CH3:30])[CH3:29])=[CH:4][CH:3]=1. (2) Given the reactants [I:1][CH2:2][CH2:3][CH2:4][Si:5]([O:16][Si:17]([CH3:20])([CH3:19])[CH3:18])([O:11][Si:12]([CH3:15])([CH3:14])[CH3:13])[O:6][Si:7]([CH3:10])([CH3:9])[CH3:8].[C:21]1([P:27]([C:34]2[CH:39]=[CH:38][CH:37]=[CH:36][CH:35]=2)[C:28]2[CH:33]=[CH:32][CH:31]=[CH:30][CH:29]=2)[CH:26]=[CH:25][CH:24]=[CH:23][CH:22]=1.C(=O)([O-])[O-].[Na+].[Na+], predict the reaction product. The product is: [I-:1].[C:34]1([P+:27]([C:21]2[CH:22]=[CH:23][CH:24]=[CH:25][CH:26]=2)([C:28]2[CH:33]=[CH:32][CH:31]=[CH:30][CH:29]=2)[CH2:2][CH2:3][CH2:4][Si:5]([O:16][Si:17]([CH3:20])([CH3:19])[CH3:18])([O:11][Si:12]([CH3:15])([CH3:14])[CH3:13])[O:6][Si:7]([CH3:10])([CH3:9])[CH3:8])[CH:35]=[CH:36][CH:37]=[CH:38][CH:39]=1. (3) Given the reactants O=C1C2C(=CC=CC=2)C(=O)[N:3]1[C@H:12]1[CH2:17][CH2:16][CH2:15][CH2:14][C@H:13]1[NH:18][C:19](=[O:25])[O:20][C:21]([CH3:24])([CH3:23])[CH3:22].O.NN.[C:29]([OH:36])(=[O:35])/[CH:30]=[CH:31]\[C:32]([OH:34])=[O:33], predict the reaction product. The product is: [C:29]([OH:36])(=[O:35])/[CH:30]=[CH:31]\[C:32]([OH:34])=[O:33].[NH2:3][C@H:12]1[CH2:17][CH2:16][CH2:15][CH2:14][C@H:13]1[NH:18][C:19](=[O:25])[O:20][C:21]([CH3:23])([CH3:22])[CH3:24]. (4) Given the reactants [NH2:1][CH2:2][C:3]1[N:11]=[C:10]2[C:6]([N:7]=[CH:8][N:9]2[C@H:12]2[C@H:16]([OH:17])[C@H:15]([OH:18])[C@@H:14]([CH2:19][OH:20])[O:13]2)=[C:5]([NH:21][CH2:22][CH:23]([C:31]2[CH:36]=[CH:35][C:34]([Cl:37])=[CH:33][CH:32]=2)[C:24]2[CH:29]=[CH:28][C:27]([Cl:30])=[CH:26][CH:25]=2)[N:4]=1.[CH:38]([N:41]([CH:52]([CH3:54])[CH3:53])[CH2:42][CH2:43][NH:44][C:45](N1C=CN=C1)=[O:46])([CH3:40])[CH3:39], predict the reaction product. The product is: [NH3:1].[Cl:30][C:27]1[CH:26]=[CH:25][C:24]([CH:23]([C:31]2[CH:32]=[CH:33][C:34]([Cl:37])=[CH:35][CH:36]=2)[CH2:22][NH:21][C:5]2[N:4]=[C:3]([CH2:2][NH:1][C:45]([NH:44][CH2:43][CH2:42][N:41]([CH:52]([CH3:54])[CH3:53])[CH:38]([CH3:39])[CH3:40])=[O:46])[N:11]=[C:10]3[C:6]=2[N:7]=[CH:8][N:9]3[C@H:12]2[C@H:16]([OH:17])[C@H:15]([OH:18])[C@@H:14]([CH2:19][OH:20])[O:13]2)=[CH:29][CH:28]=1. (5) Given the reactants [C:1]([CH2:4][CH2:5][C:6]1[C:11](=[O:12])[N:10]([C:13]2[CH:18]=[CH:17][CH:16]=[C:15]([NH:19][C:20]([NH:22][C:23]3[CH:28]=[CH:27][CH:26]=[CH:25][C:24]=3[O:29][CH3:30])=[O:21])[CH:14]=2)[C:9]2[N:31]=[CH:32][CH:33]=[CH:34][C:8]=2[N:7]=1)([OH:3])=O.ON1C2C=CC=CC=2N=N1.C(N=C=NCCCN(C)C)C.[CH3:56][N:57]1[CH2:62][CH2:61][NH:60][CH2:59][CH2:58]1, predict the reaction product. The product is: [CH3:30][O:29][C:24]1[CH:25]=[CH:26][CH:27]=[CH:28][C:23]=1[NH:22][C:20](=[O:21])[NH:19][C:15]1[CH:14]=[C:13]([N:10]2[C:11](=[O:12])[C:6]([CH2:5][CH2:4][C:1]([N:60]3[CH2:61][CH2:62][N:57]([CH3:56])[CH2:58][CH2:59]3)=[O:3])=[N:7][C:8]3[CH:34]=[CH:33][CH:32]=[N:31][C:9]2=3)[CH:18]=[CH:17][CH:16]=1. (6) Given the reactants [Br:1][C:2]1C=CC(C#N)=[N:6][CH:7]=1.[CH3:10][Mg]Br.Cl.P([O-])([O-])([O-])=O.[K+].[K+].[K+].[CH2:22]1[CH2:26][O:25][CH2:24][CH2:23]1, predict the reaction product. The product is: [Br:1][C:2]1[CH:24]=[CH:23][C:22]([C:26](=[O:25])[CH3:10])=[N:6][CH:7]=1. (7) Given the reactants O.[F:2][C:3]1[CH:29]=[CH:28][C:6]([O:7][C:8]2[CH:23]=[C:22]([C:24]([F:27])([F:26])[F:25])[CH:21]=[CH:20][C:9]=2[C:10]([NH:12][C:13]2[CH:18]=[CH:17][NH:16][C:15](=[O:19])[CH:14]=2)=[O:11])=[C:5]([CH3:30])[CH:4]=1.CN(C)C=O.[Cl:36][C:37](OCCl)=O, predict the reaction product. The product is: [Cl:36][CH2:37][N:16]1[CH:17]=[CH:18][C:13]([NH:12][C:10](=[O:11])[C:9]2[CH:20]=[CH:21][C:22]([C:24]([F:27])([F:25])[F:26])=[CH:23][C:8]=2[O:7][C:6]2[CH:28]=[CH:29][C:3]([F:2])=[CH:4][C:5]=2[CH3:30])=[CH:14][C:15]1=[O:19].